Task: Predict the product of the given reaction.. Dataset: Forward reaction prediction with 1.9M reactions from USPTO patents (1976-2016) (1) Given the reactants C([O:8][C:9](=[O:47])[CH2:10][N:11]1[C:17]2[CH:18]=[CH:19][CH:20]=[CH:21][C:16]=2[N:15]([C:22]2[CH:27]=[CH:26][CH:25]=[CH:24][CH:23]=2)[C:14](=[O:28])[CH:13]([CH2:29][C:30]2[C:38]3[C:33](=[CH:34][CH:35]=[CH:36][CH:37]=3)[N:32]([C:39](OC(C)(C)C)=O)[N:31]=2)[C:12]1=[O:46])C1C=CC=CC=1, predict the reaction product. The product is: [CH3:39][N:32]1[C:33]2[C:38](=[CH:37][CH:36]=[CH:35][CH:34]=2)[C:30]([CH2:29][CH:13]2[C:12](=[O:46])[N:11]([CH2:10][C:9]([OH:47])=[O:8])[C:17]3[CH:18]=[CH:19][CH:20]=[CH:21][C:16]=3[N:15]([C:22]3[CH:23]=[CH:24][CH:25]=[CH:26][CH:27]=3)[C:14]2=[O:28])=[N:31]1. (2) The product is: [CH3:1][O:2][C:3]1[CH:8]=[CH:7][C:6]([C:9]2[N:35]=[C:12]([CH:14]3[O:19][CH2:18][CH2:17][N:16]([CH2:20][C:21]4[CH:26]=[CH:25][CH:24]=[CH:23][CH:22]=4)[CH2:15]3)[NH:11][CH:10]=2)=[CH:5][CH:4]=1. Given the reactants [CH3:1][O:2][C:3]1[CH:8]=[CH:7][C:6]([C:9](=O)[CH2:10][NH:11][C:12]([CH:14]2[O:19][CH2:18][CH2:17][N:16]([CH2:20][C:21]3[CH:26]=[CH:25][CH:24]=[CH:23][CH:22]=3)[CH2:15]2)=O)=[CH:5][CH:4]=1.FC(F)(F)C([O-])=O.[NH4+:35], predict the reaction product. (3) Given the reactants [C:1]1([C:7]2[O:8][C:9]([C:27]([F:30])([F:29])[F:28])=[C:10]([C:12]([NH:14][C:15]3[CH:16]=[N:17][C:18]([N:21]4[CH2:26][CH2:25][NH:24][CH2:23][CH2:22]4)=[CH:19][CH:20]=3)=[O:13])[N:11]=2)[CH:6]=[CH:5][CH:4]=[CH:3][CH:2]=1.Cl[C:32]([O:34][C:35]1[CH:40]=[CH:39][C:38]([CH3:41])=[CH:37][CH:36]=1)=[O:33], predict the reaction product. The product is: [C:1]1([C:7]2[O:8][C:9]([C:27]([F:28])([F:29])[F:30])=[C:10]([C:12]([NH:14][C:15]3[CH:20]=[CH:19][C:18]([N:21]4[CH2:26][CH2:25][N:24]([C:32]([O:34][C:35]5[CH:40]=[CH:39][C:38]([CH3:41])=[CH:37][CH:36]=5)=[O:33])[CH2:23][CH2:22]4)=[N:17][CH:16]=3)=[O:13])[N:11]=2)[CH:2]=[CH:3][CH:4]=[CH:5][CH:6]=1. (4) Given the reactants Cl[CH2:2][CH2:3][CH2:4][CH2:5][N:6]1[C:15](=[O:16])[C:14]([OH:17])=[C:13]2[C:8]([CH2:9][CH2:10][N:11]([CH2:19][C:20]3[CH:25]=[CH:24][C:23]([F:26])=[C:22]([Cl:27])[CH:21]=3)[C:12]2=[O:18])=[C:7]1[C:28]([O:30][CH3:31])=[O:29].[CH3:32][NH2:33], predict the reaction product. The product is: [Cl:27][C:22]1[CH:21]=[C:20]([CH:25]=[CH:24][C:23]=1[F:26])[CH2:19][N:11]1[CH2:10][CH2:9][C:8]2[C:13](=[C:14]([OH:17])[C:15](=[O:16])[N:6]([CH2:5][CH2:4][CH2:3][CH2:2][NH:33][CH3:32])[C:7]=2[C:28]([O:30][CH3:31])=[O:29])[C:12]1=[O:18]. (5) Given the reactants [CH3:1][O:2][C:3](=[O:12])[C:4]1[CH:9]=[C:8]([CH3:10])[CH:7]=[CH:6][C:5]=1[SH:11].[Cl:13]N1C(=O)CCC1=O, predict the reaction product. The product is: [CH3:1][O:2][C:3]([C:4]1[CH:9]=[C:8]([CH3:10])[CH:7]=[CH:6][C:5]=1[S:11][Cl:13])=[O:12]. (6) Given the reactants [C:1]1([C:7]2[N:8]=[C:9]([CH2:12][CH2:13][C:14](OCC)=[O:15])[S:10][CH:11]=2)[CH:6]=[CH:5][CH:4]=[CH:3][CH:2]=1.[BH4-].[Na+], predict the reaction product. The product is: [C:1]1([C:7]2[N:8]=[C:9]([CH2:12][CH2:13][CH2:14][OH:15])[S:10][CH:11]=2)[CH:2]=[CH:3][CH:4]=[CH:5][CH:6]=1.